The task is: Predict the product of the given reaction.. This data is from Forward reaction prediction with 1.9M reactions from USPTO patents (1976-2016). (1) Given the reactants [Si:1]([O:8][CH2:9][C@@H:10]([N:13]([CH2:21][C:22](=[O:28])[C:23](=C)[CH:24]([CH3:26])[CH3:25])[C:14](=[O:20])[O:15][C:16]([CH3:19])([CH3:18])[CH3:17])[CH:11]=C)([C:4]([CH3:7])([CH3:6])[CH3:5])([CH3:3])[CH3:2].[Si](OC[C@@H]1C=C(C)C(=O)CN1C(OC(C)(C)C)=O)(C(C)(C)C)(C)C, predict the reaction product. The product is: [Si:1]([O:8][CH2:9][C@@H:10]1[CH:11]=[C:23]([CH:24]([CH3:25])[CH3:26])[C:22](=[O:28])[CH2:21][N:13]1[C:14]([O:15][C:16]([CH3:17])([CH3:19])[CH3:18])=[O:20])([C:4]([CH3:5])([CH3:7])[CH3:6])([CH3:3])[CH3:2]. (2) Given the reactants [CH3:1][O:2][C:3]1[C:8]([N+:9]([O-])=O)=[CH:7][C:6]([CH3:12])=[C:5]([C:13]2[CH:18]=[CH:17][C:16]([O:19][C:20]([F:23])([F:22])[F:21])=[CH:15][C:14]=2[O:24][CH3:25])[N:4]=1, predict the reaction product. The product is: [CH3:1][O:2][C:3]1[C:8]([NH2:9])=[CH:7][C:6]([CH3:12])=[C:5]([C:13]2[CH:18]=[CH:17][C:16]([O:19][C:20]([F:22])([F:23])[F:21])=[CH:15][C:14]=2[O:24][CH3:25])[N:4]=1.